From a dataset of Full USPTO retrosynthesis dataset with 1.9M reactions from patents (1976-2016). Predict the reactants needed to synthesize the given product. (1) Given the product [CH3:8][N:9]1[C:13]2[CH:14]=[C:15]([N+:18]([O-:20])=[O:19])[CH:16]=[CH:17][C:12]=2[N:11]=[C:10]1[CH2:21][CH2:22][CH2:23][C:24]([O:26][CH2:27][CH3:28])=[O:25], predict the reactants needed to synthesize it. The reactants are: C(OS(O)(=O)=O)C.[CH3:8][N:9]1[C:13]2[CH:14]=[C:15]([N+:18]([O-:20])=[O:19])[CH:16]=[CH:17][C:12]=2[N:11]=[C:10]1[CH2:21][CH2:22][CH2:23][C:24]([O:26][CH2:27][CH3:28])=[O:25].[OH-].[Na+]. (2) Given the product [CH:7]1[C:16]2[C:11](=[CH:12][CH:13]=[CH:14][CH:15]=2)[CH:10]=[CH:9][C:8]=1[C:17]1([C:22]2[CH:27]=[CH:26][CH:25]=[CH:24][CH:23]=2)[CH2:19][C:18]1=[CH2:20], predict the reactants needed to synthesize it. The reactants are: CC(C)([O-])C.[K+].[CH:7]1[C:16]2[C:11](=[CH:12][CH:13]=[CH:14][CH:15]=2)[CH:10]=[CH:9][C:8]=1[C:17]1([C:22]2[CH:27]=[CH:26][CH:25]=[CH:24][CH:23]=2)[CH2:19][C:18]1(Br)[CH3:20].O. (3) Given the product [CH2:16]([O:15][C:13]([NH:3][C@:2]([CH3:1])([C:9]([OH:11])=[O:10])[CH2:4][CH2:5][C:6]([OH:8])=[O:7])=[O:14])[C:17]1[CH:22]=[CH:21][CH:20]=[CH:19][CH:18]=1, predict the reactants needed to synthesize it. The reactants are: [CH3:1][C:2]([C:9]([OH:11])=[O:10])([CH2:4][CH2:5][C:6]([OH:8])=[O:7])[NH2:3].Cl[C:13]([O:15][CH2:16][C:17]1[CH:22]=[CH:21][CH:20]=[CH:19][CH:18]=1)=[O:14]. (4) Given the product [Cl:1][C:2]1[CH:3]=[C:4]([C:8]2[N:9]=[C:10]([N:16]3[C:20]4[CH:21]=[C:22]([O:27][CH2:28][CH2:34][N:33]5[CH2:37][CH2:39][O:42][CH2:32][CH2:31]5)[C:23]([O:25][CH3:26])=[CH:24][C:19]=4[N:18]=[CH:17]3)[S:11][C:12]=2[C:13]([NH2:15])=[O:14])[CH:5]=[CH:6][CH:7]=1, predict the reactants needed to synthesize it. The reactants are: [Cl:1][C:2]1[CH:3]=[C:4]([C:8]2[N:9]=[C:10]([N:16]3[C:20]4[CH:21]=[C:22]([O:27][CH2:28]CO)[C:23]([O:25][CH3:26])=[CH:24][C:19]=4[N:18]=[CH:17]3)[S:11][C:12]=2[C:13]([NH2:15])=[O:14])[CH:5]=[CH:6][CH:7]=1.[CH2:31]([N:33]([CH:37]([CH3:39])C)[CH:34](C)C)[CH3:32].CS(Cl)(=O)=[O:42].[Cl-].[NH4+]. (5) Given the product [Cl:1][C:2]1[CH:3]=[N:4][N:5]([CH3:16])[C:6]=1[C:7]1[CH:8]=[C:9]([C:13]([NH:17][C@@H:18]([CH2:31][C:32]2[CH:37]=[CH:36][CH:35]=[CH:34][C:33]=2[C:38]([F:41])([F:39])[F:40])[CH2:19][N:20]2[C:28](=[O:29])[C:27]3[C:22](=[CH:23][CH:24]=[CH:25][CH:26]=3)[C:21]2=[O:30])=[O:15])[O:10][C:11]=1[CH3:12], predict the reactants needed to synthesize it. The reactants are: [Cl:1][C:2]1[CH:3]=[N:4][N:5]([CH3:16])[C:6]=1[C:7]1[CH:8]=[C:9]([C:13]([OH:15])=O)[O:10][C:11]=1[CH3:12].[NH2:17][C@@H:18]([CH2:31][C:32]1[CH:37]=[CH:36][CH:35]=[CH:34][C:33]=1[C:38]([F:41])([F:40])[F:39])[CH2:19][N:20]1[C:28](=[O:29])[C:27]2[C:22](=[CH:23][CH:24]=[CH:25][CH:26]=2)[C:21]1=[O:30].C(N(C(C)C)CC)(C)C.F[P-](F)(F)(F)(F)F.Br[P+](N1CCCC1)(N1CCCC1)N1CCCC1. (6) Given the product [NH:25]1[CH:29]=[CH:28][N:27]=[C:26]1[CH2:30][NH:1][CH2:2][C:3]1[CH:4]=[C:5]2[C:9](=[CH:10][CH:11]=1)[CH:8]([O:12][CH3:13])[CH:7]([CH2:14][CH2:15][CH2:16][CH2:17][N:18]([CH2:22][CH2:23][CH3:24])[CH2:19][CH2:20][CH3:21])[CH2:6]2, predict the reactants needed to synthesize it. The reactants are: [NH2:1][CH2:2][C:3]1[CH:4]=[C:5]2[C:9](=[CH:10][CH:11]=1)[CH:8]([O:12][CH3:13])[CH:7]([CH2:14][CH2:15][CH2:16][CH2:17][N:18]([CH2:22][CH2:23][CH3:24])[CH2:19][CH2:20][CH3:21])[CH2:6]2.[NH:25]1[CH:29]=[CH:28][N:27]=[C:26]1[CH:30]=O.C(OC)(OC)OC.[BH4-].[Na+]. (7) Given the product [OH:12][CH:10]([CH2:9][CH2:8][S:7][C:1]1[CH:6]=[CH:5][CH:4]=[CH:3][CH:2]=1)[C:11]#[N:14], predict the reactants needed to synthesize it. The reactants are: [C:1]1([S:7][CH2:8][CH2:9][C:10](=[O:12])[CH3:11])[CH:6]=[CH:5][CH:4]=[CH:3][CH:2]=1.C#[N:14]. (8) Given the product [Cl:1][C:2]1[CH:7]=[CH:6][C:5]([O:8][CH3:9])=[CH:4][C:3]=1[C:10]1[CH:20]=[C:19]([CH3:21])[C:13]2[N:14]=[C:15]([NH:18][C:23]3[CH:28]=[CH:27][C:26]([S:29]([N:32]4[CH2:37][CH2:36][N:35]([CH3:38])[CH2:34][CH2:33]4)(=[O:30])=[O:31])=[CH:25][CH:24]=3)[N:16]=[N:17][C:12]=2[CH:11]=1, predict the reactants needed to synthesize it. The reactants are: [Cl:1][C:2]1[CH:7]=[CH:6][C:5]([O:8][CH3:9])=[CH:4][C:3]=1[C:10]1[CH:20]=[C:19]([CH3:21])[C:13]2[N:14]=[C:15]([NH2:18])[N:16]=[N:17][C:12]=2[CH:11]=1.Br[C:23]1[CH:28]=[CH:27][C:26]([S:29]([N:32]2[CH2:37][CH2:36][N:35]([CH3:38])[CH2:34][CH2:33]2)(=[O:31])=[O:30])=[CH:25][CH:24]=1.CC1(C)C2C(=C(P(C3C=CC=CC=3)C3C=CC=CC=3)C=CC=2)OC2C(P(C3C=CC=CC=3)C3C=CC=CC=3)=CC=CC1=2.CC(C)([O-])C.[K+].